From a dataset of Full USPTO retrosynthesis dataset with 1.9M reactions from patents (1976-2016). Predict the reactants needed to synthesize the given product. Given the product [Cl:16][C:17]1[N:22]=[C:21]([NH:8][C@:9]([CH3:12])([CH2:10][CH3:11])[C:13]([OH:15])=[O:14])[CH:20]=[CH:19][N:18]=1, predict the reactants needed to synthesize it. The reactants are: C([O-])([O-])=O.[K+].[K+].Cl.[NH2:8][C@:9]([C:13]([OH:15])=[O:14])([CH3:12])[CH2:10][CH3:11].[Cl:16][C:17]1[N:22]=[C:21](Cl)[CH:20]=[CH:19][N:18]=1.Cl.